From a dataset of Catalyst prediction with 721,799 reactions and 888 catalyst types from USPTO. Predict which catalyst facilitates the given reaction. (1) Reactant: [C:1]1([O:7][C:8]2[CH:13]=[CH:12][C:11]([CH2:14]O)=[CH:10][CH:9]=2)[CH:6]=[CH:5][CH:4]=[CH:3][CH:2]=1.S(Cl)([Cl:18])=O. Product: [Cl:18][CH2:14][C:11]1[CH:12]=[CH:13][C:8]([O:7][C:1]2[CH:6]=[CH:5][CH:4]=[CH:3][CH:2]=2)=[CH:9][CH:10]=1. The catalyst class is: 22. (2) Reactant: CCN(C(C)C)C(C)C.[CH:10]1([C:13](Cl)=[O:14])[CH2:12][CH2:11]1.Cl.[NH2:17][CH2:18][CH:19]1[CH2:24][CH2:23][CH:22]([C:25]([N:27]2[CH2:36][C:35]3[CH:34]=[N:33][N:32]([CH3:37])[C:31]=3[NH:30][C:29]3[CH:38]=[C:39]([Cl:42])[CH:40]=[CH:41][C:28]2=3)=[O:26])[CH2:21][CH2:20]1. Product: [Cl:42][C:39]1[CH:40]=[CH:41][C:28]2[N:27]([C:25]([CH:22]3[CH2:21][CH2:20][CH:19]([CH2:18][NH:17][C:13]([CH:10]4[CH2:12][CH2:11]4)=[O:14])[CH2:24][CH2:23]3)=[O:26])[CH2:36][C:35]3[CH:34]=[N:33][N:32]([CH3:37])[C:31]=3[NH:30][C:29]=2[CH:38]=1. The catalyst class is: 4. (3) The catalyst class is: 602. Reactant: C([O:4][C:5]1[CH:10]=[C:9]([Br:11])[CH:8]=[CH:7][C:6]=1[C@H:12]1[N:15]([C:16]2[CH:21]=[CH:20][CH:19]=[CH:18][CH:17]=2)[C:14](=[O:22])[C@@H:13]1[CH2:23][CH2:24][C@H:25]([O:33][Si:34]([C:37]([CH3:40])([CH3:39])[CH3:38])([CH3:36])[CH3:35])[C:26]1[CH:31]=[CH:30][C:29]([F:32])=[CH:28][CH:27]=1)C=C.N1CCOCC1. Product: [Br:11][C:9]1[CH:8]=[CH:7][C:6]([C@H:12]2[N:15]([C:16]3[CH:17]=[CH:18][CH:19]=[CH:20][CH:21]=3)[C:14](=[O:22])[C@@H:13]2[CH2:23][CH2:24][C@H:25]([O:33][Si:34]([C:37]([CH3:39])([CH3:38])[CH3:40])([CH3:36])[CH3:35])[C:26]2[CH:27]=[CH:28][C:29]([F:32])=[CH:30][CH:31]=2)=[C:5]([OH:4])[CH:10]=1. (4) Reactant: [H-].[Na+].[F:3][C:4]([F:8])([F:7])[CH2:5][OH:6].C([N:16]1[CH2:21][CH2:20][O:19][C@H:18]([CH2:22][C:23]2[CH:28]=[CH:27][C:26](F)=[C:25]([Cl:30])[CH:24]=2)[CH2:17]1)C1C=CC=CC=1.O. Product: [F:3][C:4]([F:8])([F:7])[CH2:5][O:6][C:26]1[CH:27]=[CH:28][C:23]([CH2:22][C@H:18]2[O:19][CH2:20][CH2:21][NH:16][CH2:17]2)=[CH:24][C:25]=1[Cl:30]. The catalyst class is: 9. (5) Reactant: Cl.CN(C)CCCN=C=NCC.[CH3:13][O:14][C:15]1[CH:16]=[C:17]2[C:25](=[CH:26][CH:27]=1)[NH:24][C:23]1[CH2:22][N:21]([S:28]([CH2:31][CH:32]([CH:36]([CH3:38])[CH3:37])[C:33]([OH:35])=O)(=[O:30])=[O:29])[CH2:20][CH2:19][C:18]2=1.[Si]([O:46][NH2:47])(C(C)(C)C)(C)C.O. Product: [OH:46][NH:47][C:33](=[O:35])[CH:32]([CH2:31][S:28]([N:21]1[CH2:20][CH2:19][C:18]2[C:17]3[C:25](=[CH:26][CH:27]=[C:15]([O:14][CH3:13])[CH:16]=3)[NH:24][C:23]=2[CH2:22]1)(=[O:29])=[O:30])[CH:36]([CH3:38])[CH3:37]. The catalyst class is: 4. (6) Reactant: [CH3:1][C:2]1[NH:6][C:5]2[CH:7]=[C:8]([C:11]3[CH:12]=[CH:13][C:14]4[O:20][CH2:19][CH2:18][N:17]([C:21]([N:23]5[CH2:28][CH2:27][CH2:26][CH2:25][CH:24]5[C:29]5[CH:34]=[CH:33][CH:32]=[CH:31][CH:30]=5)=[O:22])[CH2:16][C:15]=4[CH:35]=3)[CH:9]=[CH:10][C:4]=2[N:3]=1. Product: [CH3:1][C:2]1[NH:6][C:5]2[CH:7]=[C:8]([C:11]3[CH:12]=[CH:13][C:14]4[O:20][CH2:19][CH2:18][N:17]([C:21]([N:23]5[CH2:28][CH2:27][CH2:26][CH2:25][C@@H:24]5[C:29]5[CH:34]=[CH:33][CH:32]=[CH:31][CH:30]=5)=[O:22])[CH2:16][C:15]=4[CH:35]=3)[CH:9]=[CH:10][C:4]=2[N:3]=1. The catalyst class is: 357. (7) Reactant: [O:1]1[C:5]2[CH:6]=[CH:7][C:8]([C:10]3[C:11]([CH2:26][O:27][CH2:28][C:29]4[CH:34]=[CH:33][CH:32]=[CH:31][CH:30]=4)=[C:12]([C:23]([OH:25])=[O:24])[CH:13]=[C:14]4[C:22]=3[C:18]3[O:19][CH2:20][O:21][C:17]=3[CH:16]=[CH:15]4)=[CH:9][C:4]=2[O:3][CH2:2]1.[CH2:35]([O:42][CH2:43][CH2:44][CH2:45]O)[C:36]1[CH:41]=[CH:40][CH:39]=[CH:38][CH:37]=1.C1(N=C=NC2CCCCC2)CCCCC1. Product: [CH2:35]([O:42][CH2:43][CH2:44][CH2:45][O:24][C:23]([C:12]1[CH:13]=[C:14]2[C:22](=[C:10]([C:8]3[CH:7]=[CH:6][C:5]4[O:1][CH2:2][O:3][C:4]=4[CH:9]=3)[C:11]=1[CH2:26][O:27][CH2:28][C:29]1[CH:30]=[CH:31][CH:32]=[CH:33][CH:34]=1)[C:18]1[O:19][CH2:20][O:21][C:17]=1[CH:16]=[CH:15]2)=[O:25])[C:36]1[CH:41]=[CH:40][CH:39]=[CH:38][CH:37]=1. The catalyst class is: 172.